From a dataset of Catalyst prediction with 721,799 reactions and 888 catalyst types from USPTO. Predict which catalyst facilitates the given reaction. (1) Reactant: Br[CH2:2][CH2:3][CH2:4][CH2:5][N:6]1[C:14](=[O:15])[C:13]2[C:8](=[CH:9][CH:10]=[CH:11][CH:12]=2)[C:7]1=[O:16].[N:17]1([C:23]([O:25][C:26]([CH3:29])([CH3:28])[CH3:27])=[O:24])[CH2:22][CH2:21][NH:20][CH2:19][CH2:18]1.CCN(CC)CC. Product: [O:16]=[C:7]1[C:8]2[C:13](=[CH:12][CH:11]=[CH:10][CH:9]=2)[C:14](=[O:15])[N:6]1[CH2:5][CH2:4][CH2:3][CH2:2][N:20]1[CH2:19][CH2:18][N:17]([C:23]([O:25][C:26]([CH3:29])([CH3:28])[CH3:27])=[O:24])[CH2:22][CH2:21]1. The catalyst class is: 23. (2) Reactant: B(Br)(Br)Br.[CH:5]([C:8]1[CH:13]=[CH:12][C:11]([O:14]C)=[C:10]([O:16][C:17]2[CH:22]=[CH:21][CH:20]=[CH:19][CH:18]=2)[CH:9]=1)([CH3:7])[CH3:6]. Product: [CH:5]([C:8]1[CH:13]=[CH:12][C:11]([OH:14])=[C:10]([O:16][C:17]2[CH:22]=[CH:21][CH:20]=[CH:19][CH:18]=2)[CH:9]=1)([CH3:7])[CH3:6]. The catalyst class is: 34. (3) Reactant: [N:1]1[CH:6]=[CH:5][CH:4]=[C:3]([C:7]2[N:11]=[C:10]([C@@H:12]3[CH2:16][CH2:15][CH2:14][N:13]3C(OC(C)(C)C)=O)[O:9][N:8]=2)[CH:2]=1. Product: [N:1]1[CH:6]=[CH:5][CH:4]=[C:3]([C:7]2[N:11]=[C:10]([C@@H:12]3[CH2:16][CH2:15][CH2:14][NH:13]3)[O:9][N:8]=2)[CH:2]=1. The catalyst class is: 137.